This data is from Forward reaction prediction with 1.9M reactions from USPTO patents (1976-2016). The task is: Predict the product of the given reaction. (1) Given the reactants [OH:1][C:2]1[CH:7]=[CH:6][C:5]([C:8]2([C:11]([OH:13])=O)[CH2:10][CH2:9]2)=[CH:4][CH:3]=1.[NH:14]1[CH2:18][CH2:17][C@@:16]2([C:22]3[CH:23]=[CH:24][CH:25]=[CH:26][C:21]=3[C:20](=[O:27])[O:19]2)[CH2:15]1.[CH3:28][C:29]1(C)[C@@H]2CC[C@@:30]1([CH2:37]S(O)(=O)=O)[C:31](=O)[CH2:32]2.F[P-](F)(F)(F)(F)F.[N:50]1(O[P+](N(C)C)(N(C)C)N(C)C)C2C=CC=CC=2N=N1.C(N(CC)C(C)C)(C)C, predict the reaction product. The product is: [N:50]1[CH:32]=[CH:31][C:30]([CH2:37][O:1][C:2]2[CH:3]=[CH:4][C:5]([C:8]3([C:11]([N:14]4[CH2:18][CH2:17][C@@:16]5([C:22]6[CH:23]=[CH:24][CH:25]=[CH:26][C:21]=6[C:20](=[O:27])[O:19]5)[CH2:15]4)=[O:13])[CH2:9][CH2:10]3)=[CH:6][CH:7]=2)=[CH:29][CH:28]=1. (2) Given the reactants [CH2:1]([O:8][C:9]([N:11]1[CH2:16][C@H:15]([O:17][CH2:18][C:19]2[CH:20]=[CH:21][C:22]3[O:27][CH2:26][CH2:25][N:24]([CH2:28][CH2:29][CH2:30][O:31][CH3:32])[C:23]=3[CH:33]=2)[C@@H:14]([C:34]2[CH:39]=[CH:38][C:37]([O:40][CH3:41])=[CH:36][CH:35]=2)[CH2:13][C@H:12]1[C:42](O)=[O:43])=[O:10])[C:2]1[CH:7]=[CH:6][CH:5]=[CH:4][CH:3]=1.[CH3:45][NH:46][CH3:47], predict the reaction product. The product is: [CH2:1]([O:8][C:9]([N:11]1[CH2:16][C@H:15]([O:17][CH2:18][C:19]2[CH:20]=[CH:21][C:22]3[O:27][CH2:26][CH2:25][N:24]([CH2:28][CH2:29][CH2:30][O:31][CH3:32])[C:23]=3[CH:33]=2)[C@@H:14]([C:34]2[CH:35]=[CH:36][C:37]([O:40][CH3:41])=[CH:38][CH:39]=2)[CH2:13][C@H:12]1[C:42](=[O:43])[N:46]([CH3:47])[CH3:45])=[O:10])[C:2]1[CH:3]=[CH:4][CH:5]=[CH:6][CH:7]=1. (3) Given the reactants Br[C:2]1[CH:12]=[CH:11][C:5]([C:6]([O:8][CH2:9][CH3:10])=[O:7])=[C:4]([Cl:13])[CH:3]=1.CC1(C)C(C)(C)OB([C:22]2[CH2:27][CH2:26][N:25]([C:28]([O:30][C:31]([CH3:34])([CH3:33])[CH3:32])=[O:29])[CH2:24][CH:23]=2)O1.C(=O)([O-])[O-].[K+].[K+], predict the reaction product. The product is: [Cl:13][C:4]1[CH:3]=[C:2]([C:22]2[CH2:27][CH2:26][N:25]([C:28]([O:30][C:31]([CH3:34])([CH3:33])[CH3:32])=[O:29])[CH2:24][CH:23]=2)[CH:12]=[CH:11][C:5]=1[C:6]([O:8][CH2:9][CH3:10])=[O:7]. (4) The product is: [F:1][C:2]1[C:7]([F:8])=[CH:6][C:5]([C:9]2[CH:14]=[CH:13][N:12]=[CH:11][C:10]=2[N:15]([CH3:16])[C:23](=[O:24])[C:22]2[CH:26]=[C:27]([C:29]([F:32])([F:31])[F:30])[CH:28]=[C:20]([F:19])[CH:21]=2)=[C:4]([O:17][CH3:18])[CH:3]=1. Given the reactants [F:1][C:2]1[C:7]([F:8])=[CH:6][C:5]([C:9]2[CH:14]=[CH:13][N:12]=[CH:11][C:10]=2[NH:15][CH3:16])=[C:4]([O:17][CH3:18])[CH:3]=1.[F:19][C:20]1[CH:21]=[C:22]([CH:26]=[C:27]([C:29]([F:32])([F:31])[F:30])[CH:28]=1)[C:23](Cl)=[O:24], predict the reaction product. (5) Given the reactants [Cl:1][C:2]1[C:7]([CH2:8][OH:9])=[CH:6][CH:5]=[C:4]([C:10]([F:13])([F:12])[F:11])[N:3]=1.[Cr](Cl)([O-])(=O)=O.[NH+]1C=CC=CC=1, predict the reaction product. The product is: [Cl:1][C:2]1[N:3]=[C:4]([C:10]([F:13])([F:11])[F:12])[CH:5]=[CH:6][C:7]=1[CH:8]=[O:9]. (6) The product is: [Cl:12][C:11]1[C:10]2[C:5](=[CH:6][CH:7]=[CH:8][CH:9]=2)[N:4]=[CH:3][C:2]=1[NH:1][C:15](=[O:16])[C:14]([CH3:19])([CH3:18])[CH3:13]. Given the reactants [NH2:1][C:2]1[CH:3]=[N:4][C:5]2[C:10]([C:11]=1[Cl:12])=[CH:9][CH:8]=[CH:7][CH:6]=2.[CH3:13][C:14]([CH3:19])([CH3:18])[C:15](Cl)=[O:16].ClC(Cl)C, predict the reaction product. (7) Given the reactants Cl[C:2]1[C:11]([CH:12]=[O:13])=[CH:10][C:9]2[C:4](=[CH:5][CH:6]=[C:7]([CH3:14])[CH:8]=2)[N:3]=1.[CH2:15]([NH2:17])[CH3:16].Cl.C([O-])(O)=O.[Na+], predict the reaction product. The product is: [CH2:15]([NH:17][C:2]1[C:11]([CH:12]=[O:13])=[CH:10][C:9]2[C:4](=[CH:5][CH:6]=[C:7]([CH3:14])[CH:8]=2)[N:3]=1)[CH3:16].